From a dataset of Catalyst prediction with 721,799 reactions and 888 catalyst types from USPTO. Predict which catalyst facilitates the given reaction. (1) Reactant: [N:1]1([C:7]2[CH:12]=[CH:11][C:10]([C:13]3[CH:14]=[C:15]4[C:25]5[C:20](=[CH:21][N:22]=[C:23]([C:26]6[CH:27]=[N:28][CH:29]=[CH:30][CH:31]=6)[CH:24]=5)[NH:19][C:16]4=[N:17][CH:18]=3)=[CH:9][CH:8]=2)[CH2:6][CH2:5][NH:4][CH2:3][CH2:2]1.C(O[C:35]1(O[Si](C)(C)C)[CH2:37][CH2:36]1)C.C(O)(=O)C.C([BH3-])#N.[Na+]. Product: [CH:35]1([N:4]2[CH2:3][CH2:2][N:1]([C:7]3[CH:12]=[CH:11][C:10]([C:13]4[CH:14]=[C:15]5[C:25]6[C:20](=[CH:21][N:22]=[C:23]([C:26]7[CH:27]=[N:28][CH:29]=[CH:30][CH:31]=7)[CH:24]=6)[NH:19][C:16]5=[N:17][CH:18]=4)=[CH:9][CH:8]=3)[CH2:6][CH2:5]2)[CH2:37][CH2:36]1. The catalyst class is: 5. (2) Reactant: [CH3:1][O:2][C:3]1[N:8]=[CH:7][C:6]([N:9]2[C:13]([C:14]3[CH:21]=[CH:20][C:17]([C:18]#[N:19])=[CH:16][CH:15]=3)=[CH:12][C:11]([O:22][CH2:23][C:24]([F:27])([F:26])[F:25])=[N:10]2)=[CH:5][CH:4]=1.[H-].[Al+3].[Li+].[H-].[H-].[H-]. Product: [CH3:1][O:2][C:3]1[N:8]=[CH:7][C:6]([N:9]2[C:13]([C:14]3[CH:15]=[CH:16][C:17]([CH2:18][NH2:19])=[CH:20][CH:21]=3)=[CH:12][C:11]([O:22][CH2:23][C:24]([F:27])([F:25])[F:26])=[N:10]2)=[CH:5][CH:4]=1. The catalyst class is: 1.